From a dataset of Reaction yield outcomes from USPTO patents with 853,638 reactions. Predict the reaction yield, written as a fraction of the theoretical maximum amount of product (1.0 means a 100% yield; for example, 0.34 means a 34% yield). (1) The reactants are [CH3:1][C:2]([C:7]1[NH:8][C:9]2[C:14]([CH:15]=1)=[CH:13][C:12]([N+:16]([O-:18])=[O:17])=[CH:11][CH:10]=2)([CH3:6])[C:3](O)=[O:4].C(Cl)CCl.C1C=CC2N(O)N=[N:29]C=2C=1.[Cl-].[NH4+]. The catalyst is C(#N)C.CCN(CC)CC.O. The product is [CH3:1][C:2]([C:7]1[NH:8][C:9]2[C:14]([CH:15]=1)=[CH:13][C:12]([N+:16]([O-:18])=[O:17])=[CH:11][CH:10]=2)([CH3:6])[C:3]([NH2:29])=[O:4]. The yield is 0.990. (2) The reactants are [O:1]([C:8]1[CH:13]=[CH:12][C:11]([C:14]2[C:22]3[C:21]([NH2:23])=[N:20][CH:19]=[N:18][C:17]=3[N:16]([C@@H:24]3[CH2:29][CH2:28][CH2:27][NH:26][CH2:25]3)[CH:15]=2)=[CH:10][CH:9]=1)[C:2]1[CH:7]=[CH:6][CH:5]=[CH:4][CH:3]=1.[C:30]([C:32](=[CH:36][CH:37]1[CH2:39][CH2:38]1)[C:33](O)=[O:34])#[N:31].CCN(C(C)C)C(C)C.CN(C(ON1N=NC2C=CC=NC1=2)=[N+](C)C)C.F[P-](F)(F)(F)(F)F. The catalyst is C(Cl)Cl. The product is [NH2:23][C:21]1[C:22]2[C:14]([C:11]3[CH:10]=[CH:9][C:8]([O:1][C:2]4[CH:7]=[CH:6][CH:5]=[CH:4][CH:3]=4)=[CH:13][CH:12]=3)=[CH:15][N:16]([C@@H:24]3[CH2:29][CH2:28][CH2:27][N:26]([C:33]([C:32](=[CH:36][CH:37]4[CH2:39][CH2:38]4)[C:30]#[N:31])=[O:34])[CH2:25]3)[C:17]=2[N:18]=[CH:19][N:20]=1. The yield is 0.540. (3) The reactants are [ClH:1].[CH3:2][C:3]1[CH:16]=[CH:15][C:14]2[C@@H:13]3[C@H:8]([CH2:9][CH2:10][C:11]4[CH:20]=[C:19]([O:21][CH3:22])[C:18]([O:23][CH3:24])=[CH:17][C:12]=43)[N:7](CC3C=CC=CC=3)[CH2:6][C:5]=2[CH:4]=1. The catalyst is C(O)C.[Pd]. The product is [ClH:1].[CH3:2][C:3]1[CH:16]=[CH:15][C:14]2[C@@H:13]3[C@H:8]([CH2:9][CH2:10][C:11]4[CH:20]=[C:19]([O:21][CH3:22])[C:18]([O:23][CH3:24])=[CH:17][C:12]=43)[NH:7][CH2:6][C:5]=2[CH:4]=1. The yield is 0.780. (4) The reactants are [CH2:1]([NH:3][C:4]1[C:5]([NH2:11])=[N:6][CH:7]=[N:8][C:9]=1[Cl:10])[CH3:2].[O:12]1CCOC[CH2:13]1. No catalyst specified. The product is [CH2:1]([N:3]1[C:4]2[C:5](=[N:6][CH:7]=[N:8][C:9]=2[Cl:10])[NH:11][C:13]1=[O:12])[CH3:2]. The yield is 0.600. (5) The reactants are Cl[C:2]1[N:7]=[C:6]([NH:8][C:9]2[CH:14]=[CH:13][C:12]3[O:15][CH2:16][CH2:17][O:18][C:11]=3[CH:10]=2)[C:5]([F:19])=[CH:4][N:3]=1.C(N(CC)C(C)C)(C)C.[CH2:29]([O:35][C:36]1[CH:42]=[CH:41][C:39]([NH2:40])=[CH:38][CH:37]=1)[CH2:30][CH2:31][CH2:32][CH2:33][CH3:34]. The catalyst is C(O)CO. The product is [CH2:17]1[CH2:16][O:15][C:12]2[CH:13]=[CH:14][C:9]([NH:8][C:6]3[C:5]([F:19])=[CH:4][N:3]=[C:2]([NH:40][C:39]4[CH:38]=[CH:37][C:36]([O:35][CH2:29][CH2:30][CH2:31][CH2:32][CH2:33][CH3:34])=[CH:42][CH:41]=4)[N:7]=3)=[CH:10][C:11]=2[O:18]1. The yield is 0.230.